Dataset: NCI-60 drug combinations with 297,098 pairs across 59 cell lines. Task: Regression. Given two drug SMILES strings and cell line genomic features, predict the synergy score measuring deviation from expected non-interaction effect. (1) Drug 1: COC1=CC(=CC(=C1O)OC)C2C3C(COC3=O)C(C4=CC5=C(C=C24)OCO5)OC6C(C(C7C(O6)COC(O7)C8=CC=CS8)O)O. Drug 2: C1CN(CCN1C(=O)CCBr)C(=O)CCBr. Cell line: NCI-H226. Synergy scores: CSS=21.9, Synergy_ZIP=-7.81, Synergy_Bliss=-5.08, Synergy_Loewe=-2.57, Synergy_HSA=-1.62. (2) Drug 1: CCCS(=O)(=O)NC1=C(C(=C(C=C1)F)C(=O)C2=CNC3=C2C=C(C=N3)C4=CC=C(C=C4)Cl)F. Drug 2: CS(=O)(=O)OCCCCOS(=O)(=O)C. Cell line: SK-OV-3. Synergy scores: CSS=-1.28, Synergy_ZIP=5.50, Synergy_Bliss=0.0709, Synergy_Loewe=-1.12, Synergy_HSA=-0.945. (3) Cell line: UO-31. Drug 2: CC12CCC3C(C1CCC2OP(=O)(O)O)CCC4=C3C=CC(=C4)OC(=O)N(CCCl)CCCl.[Na+]. Drug 1: CCC1(CC2CC(C3=C(CCN(C2)C1)C4=CC=CC=C4N3)(C5=C(C=C6C(=C5)C78CCN9C7C(C=CC9)(C(C(C8N6C=O)(C(=O)OC)O)OC(=O)C)CC)OC)C(=O)OC)O.OS(=O)(=O)O. Synergy scores: CSS=29.5, Synergy_ZIP=0.967, Synergy_Bliss=-1.95, Synergy_Loewe=-3.91, Synergy_HSA=-4.21. (4) Drug 1: CC12CCC(CC1=CCC3C2CCC4(C3CC=C4C5=CN=CC=C5)C)O. Drug 2: CNC(=O)C1=CC=CC=C1SC2=CC3=C(C=C2)C(=NN3)C=CC4=CC=CC=N4. Cell line: NCI/ADR-RES. Synergy scores: CSS=9.89, Synergy_ZIP=0.373, Synergy_Bliss=3.69, Synergy_Loewe=2.73, Synergy_HSA=2.61. (5) Drug 1: C1=CC=C(C(=C1)C(C2=CC=C(C=C2)Cl)C(Cl)Cl)Cl. Drug 2: CC(C)(C#N)C1=CC(=CC(=C1)CN2C=NC=N2)C(C)(C)C#N. Cell line: IGROV1. Synergy scores: CSS=1.06, Synergy_ZIP=-0.230, Synergy_Bliss=1.13, Synergy_Loewe=1.08, Synergy_HSA=0.887. (6) Drug 1: C1=C(C(=O)NC(=O)N1)N(CCCl)CCCl. Drug 2: CN(C(=O)NC(C=O)C(C(C(CO)O)O)O)N=O. Cell line: SN12C. Synergy scores: CSS=38.3, Synergy_ZIP=-1.91, Synergy_Bliss=-0.578, Synergy_Loewe=-9.13, Synergy_HSA=0.782. (7) Drug 1: CN1C(=O)N2C=NC(=C2N=N1)C(=O)N. Drug 2: C1CC(C1)(C2=CC=C(C=C2)C3=C(C=C4C(=N3)C=CN5C4=NNC5=O)C6=CC=CC=C6)N. Cell line: HCT116. Synergy scores: CSS=2.40, Synergy_ZIP=1.18, Synergy_Bliss=1.05, Synergy_Loewe=-20.0, Synergy_HSA=-1.20. (8) Drug 1: C1=CC(=C2C(=C1NCCNCCO)C(=O)C3=C(C=CC(=C3C2=O)O)O)NCCNCCO. Drug 2: CC1CCC2CC(C(=CC=CC=CC(CC(C(=O)C(C(C(=CC(C(=O)CC(OC(=O)C3CCCCN3C(=O)C(=O)C1(O2)O)C(C)CC4CCC(C(C4)OC)OCCO)C)C)O)OC)C)C)C)OC. Cell line: HOP-62. Synergy scores: CSS=58.1, Synergy_ZIP=2.48, Synergy_Bliss=1.84, Synergy_Loewe=3.80, Synergy_HSA=7.29. (9) Drug 1: CC1C(C(=O)NC(C(=O)N2CCCC2C(=O)N(CC(=O)N(C(C(=O)O1)C(C)C)C)C)C(C)C)NC(=O)C3=C4C(=C(C=C3)C)OC5=C(C(=O)C(=C(C5=N4)C(=O)NC6C(OC(=O)C(N(C(=O)CN(C(=O)C7CCCN7C(=O)C(NC6=O)C(C)C)C)C)C(C)C)C)N)C. Drug 2: N.N.Cl[Pt+2]Cl. Cell line: SN12C. Synergy scores: CSS=67.5, Synergy_ZIP=-6.63, Synergy_Bliss=-3.60, Synergy_Loewe=-10.9, Synergy_HSA=-0.806. (10) Drug 1: C1=CC(=CC=C1CC(C(=O)O)N)N(CCCl)CCCl.Cl. Drug 2: CC1=C2C(C(=O)C3(C(CC4C(C3C(C(C2(C)C)(CC1OC(=O)C(C(C5=CC=CC=C5)NC(=O)C6=CC=CC=C6)O)O)OC(=O)C7=CC=CC=C7)(CO4)OC(=O)C)O)C)OC(=O)C. Cell line: BT-549. Synergy scores: CSS=23.6, Synergy_ZIP=-7.70, Synergy_Bliss=-8.62, Synergy_Loewe=-26.8, Synergy_HSA=-7.19.